This data is from Catalyst prediction with 721,799 reactions and 888 catalyst types from USPTO. The task is: Predict which catalyst facilitates the given reaction. (1) Reactant: C(P(C(C)(C)C)C(C)(C)C)(C)(C)C.[CH:14]1[CH:19]=[C:18]([C:20]2[CH:25]=[CH:24][CH:23]=[C:22]([C:26]3[N:31]=[CH:30][CH:29]=[CH:28][CH:27]=3)[N:21]=2)[N:17]=[CH:16][CH:15]=1.C#C.C([Sn](CCCC)CCCC)CCC. Product: [CH:28]1[CH:27]=[C:26]([C:22]2[CH:23]=[CH:24][CH:25]=[C:20]([C:18]3[N:17]=[CH:16][CH:15]=[CH:14][CH:19]=3)[N:21]=2)[N:31]=[CH:30][CH:29]=1. The catalyst class is: 101. (2) Reactant: [CH:1]([C:3]1[CH:18]=[CH:17][C:6]([O:7][CH2:8][C:9]2[CH:10]=[C:11]([CH:14]=[CH:15][CH:16]=2)[C:12]#[N:13])=[CH:5][CH:4]=1)=[O:2].C(=O)([O-])[O-:20].[K+].[K+].OO. Product: [CH:1]([C:3]1[CH:4]=[CH:5][C:6]([O:7][CH2:8][C:9]2[CH:10]=[C:11]([CH:14]=[CH:15][CH:16]=2)[C:12]([NH2:13])=[O:20])=[CH:17][CH:18]=1)=[O:2]. The catalyst class is: 16.